Dataset: Peptide-MHC class I binding affinity with 185,985 pairs from IEDB/IMGT. Task: Regression. Given a peptide amino acid sequence and an MHC pseudo amino acid sequence, predict their binding affinity value. This is MHC class I binding data. The peptide sequence is GRYSVRYVR. The MHC is HLA-B73:01 with pseudo-sequence HLA-B73:01. The binding affinity (normalized) is 0.368.